From a dataset of Reaction yield outcomes from USPTO patents with 853,638 reactions. Predict the reaction yield, written as a fraction of the theoretical maximum amount of product (1.0 means a 100% yield; for example, 0.34 means a 34% yield). (1) The catalyst is CCOCC.ClCCl. The product is [C:7]1([C:17]2[CH:18]=[CH:19][CH:20]=[CH:21][CH:22]=2)[CH:8]=[CH:9][C:10]([C:13](=[O:16])[CH2:14][N:1]2[CH2:6][CH2:5][O:4][CH2:3][CH2:2]2)=[CH:11][CH:12]=1. The yield is 1.00. The reactants are [NH:1]1[CH2:6][CH2:5][O:4][CH2:3][CH2:2]1.[C:7]1([C:17]2[CH:22]=[CH:21][CH:20]=[CH:19][CH:18]=2)[CH:12]=[CH:11][C:10]([C:13](=[O:16])[CH2:14]Br)=[CH:9][CH:8]=1. (2) The reactants are [Cl:1][C:2]1[CH:3]=[CH:4][C:5]2[N:6]([C:8]([C:11]([C:13]3[CH:14]=[C:15]4[C:20](=[CH:21][C:22]=3[F:23])[N:19]=[CH:18][CH:17]=[CH:16]4)=[O:12])=[CH:9][N:10]=2)[N:7]=1.[CH2:24]1COCC1. No catalyst specified. The product is [Cl:1][C:2]1[CH:3]=[CH:4][C:5]2[N:6]([C:8]([C:11]([C:13]3[CH:14]=[C:15]4[C:20](=[CH:21][C:22]=3[F:23])[N:19]=[CH:18][CH:17]=[CH:16]4)([OH:12])[CH3:24])=[CH:9][N:10]=2)[N:7]=1. The yield is 0.950. (3) The catalyst is CC(C)=O. The yield is 0.770. The product is [C:14]1([C:9]2([C:6]3[CH:7]=[CH:8][C:3]([CH2:2][N:23]4[CH2:22][CH2:21][N:20]([CH2:26][C:27]([O:29][CH2:30][CH3:31])=[O:28])[CH2:25][CH2:24]4)=[CH:4][CH:5]=3)[O:13][CH2:12][CH2:11][O:10]2)[CH:19]=[CH:18][CH:17]=[CH:16][CH:15]=1. The reactants are Br[CH2:2][C:3]1[CH:8]=[CH:7][C:6]([C:9]2([C:14]3[CH:19]=[CH:18][CH:17]=[CH:16][CH:15]=3)[O:13][CH2:12][CH2:11][O:10]2)=[CH:5][CH:4]=1.[N:20]1([CH2:26][C:27]([O:29][CH2:30][CH3:31])=[O:28])[CH2:25][CH2:24][NH:23][CH2:22][CH2:21]1.C([O-])([O-])=O.[K+].[K+]. (4) The reactants are [P:1]([O:13][CH2:14][CH2:15][N:16]([CH2:19][CH2:20][C@@H:21]([NH:30][C:31]1[CH:36]=[CH:35][C:34]([S:37](=[O:69])(=[O:68])[NH:38][C:39](=[O:67])[C:40]2[CH:45]=[CH:44][C:43]([N:46]3[CH2:51][CH2:50][CH:49]([C@H:52]([C:54]4[CH:59]=[CH:58][CH:57]=[CH:56][C:55]=4[C:60]4[CH:65]=[CH:64][C:63]([Cl:66])=[CH:62][CH:61]=4)[OH:53])[CH2:48][CH2:47]3)=[CH:42][CH:41]=2)=[CH:33][C:32]=1[S:70]([C:73]([F:76])([F:75])[F:74])(=[O:72])=[O:71])[CH2:22][S:23][C:24]1[CH:29]=[CH:28][CH:27]=[CH:26][CH:25]=1)[CH2:17][CH3:18])([O:8]C(C)(C)C)([O:3]C(C)(C)C)=[O:2].Cl. The catalyst is C(Cl)Cl.CO. The product is [ClH:66].[P:1]([OH:8])([OH:3])([O:13][CH2:14][CH2:15][N:16]([CH2:19][CH2:20][C@@H:21]([NH:30][C:31]1[CH:36]=[CH:35][C:34]([S:37](=[O:69])(=[O:68])[NH:38][C:39](=[O:67])[C:40]2[CH:41]=[CH:42][C:43]([N:46]3[CH2:51][CH2:50][CH:49]([C@H:52]([C:54]4[CH:59]=[CH:58][CH:57]=[CH:56][C:55]=4[C:60]4[CH:61]=[CH:62][C:63]([Cl:66])=[CH:64][CH:65]=4)[OH:53])[CH2:48][CH2:47]3)=[CH:44][CH:45]=2)=[CH:33][C:32]=1[S:70]([C:73]([F:74])([F:76])[F:75])(=[O:71])=[O:72])[CH2:22][S:23][C:24]1[CH:29]=[CH:28][CH:27]=[CH:26][CH:25]=1)[CH2:17][CH3:18])=[O:2]. The yield is 0.950. (5) The reactants are [Cl:1][C:2]1[CH:13]=[CH:12][C:5]2[NH:6][C:7](=[O:11])[O:8][C:9](=[O:10])[C:4]=2[CH:3]=1.[H-].[Na+].[F:16][C:17]1[CH:24]=[CH:23][C:20]([CH2:21]Br)=[CH:19][CH:18]=1. The catalyst is CN(C=O)C. The product is [Cl:1][C:2]1[CH:13]=[CH:12][C:5]2[N:6]([CH2:21][C:20]3[CH:23]=[CH:24][C:17]([F:16])=[CH:18][CH:19]=3)[C:7](=[O:11])[O:8][C:9](=[O:10])[C:4]=2[CH:3]=1. The yield is 0.960. (6) The reactants are Br[CH:2]([CH3:12])[C:3]([C:5]1[CH:10]=[CH:9][C:8]([Cl:11])=[CH:7][CH:6]=1)=O.[C:13]([NH2:21])(=[S:20])[C:14]1[CH:19]=[CH:18][CH:17]=[CH:16][CH:15]=1.C([O-])(=O)C.[Na+].C(O)C. The catalyst is O. The product is [Cl:11][C:8]1[CH:9]=[CH:10][C:5]([C:3]2[N:21]=[C:13]([C:14]3[CH:19]=[CH:18][CH:17]=[CH:16][CH:15]=3)[S:20][C:2]=2[CH3:12])=[CH:6][CH:7]=1. The yield is 0.680. (7) The reactants are [H-].[Na+].[F:3][C:4]([F:8])([F:7])[CH2:5][OH:6].Cl[C:10]1[N:15]=[N:14][C:13]([C:16]([O:18][CH3:19])=[O:17])=[CH:12][CH:11]=1.O. The catalyst is CN(C=O)C. The product is [F:3][C:4]([F:8])([F:7])[CH2:5][O:6][C:10]1[N:15]=[N:14][C:13]([C:16]([O:18][CH3:19])=[O:17])=[CH:12][CH:11]=1. The yield is 0.230.